From a dataset of Catalyst prediction with 721,799 reactions and 888 catalyst types from USPTO. Predict which catalyst facilitates the given reaction. Reactant: [C:1]([C:3]1[CH:8]=[CH:7][C:6]([N:9]2[C@@H:13]([C:14](OC)=[O:15])[CH2:12][N:11]([CH3:18])[C:10]2=[O:19])=[CH:5][C:4]=1[C:20]([F:23])([F:22])[F:21])#[N:2].[BH4-].[Na+]. Product: [F:23][C:20]([F:21])([F:22])[C:4]1[CH:5]=[C:6]([N:9]2[C@@H:13]([CH2:14][OH:15])[CH2:12][N:11]([CH3:18])[C:10]2=[O:19])[CH:7]=[CH:8][C:3]=1[C:1]#[N:2]. The catalyst class is: 14.